From a dataset of Full USPTO retrosynthesis dataset with 1.9M reactions from patents (1976-2016). Predict the reactants needed to synthesize the given product. (1) Given the product [CH3:19][O:20][C:21]1[CH:22]=[C:23]2[C:28](=[CH:29][C:30]=1[O:31][CH3:32])[N:27]=[CH:26][CH:25]=[C:24]2[O:33][C:34]1[CH:40]=[CH:39][C:37]([NH:38][C:16]([C:5]2[C:4]([O:3][CH2:1][CH3:2])=[CH:8][N:7]([C:9]3[CH:14]=[CH:13][C:12]([F:15])=[CH:11][CH:10]=3)[N:6]=2)=[O:17])=[CH:36][C:35]=1[F:41], predict the reactants needed to synthesize it. The reactants are: [CH2:1]([O:3][C:4]1[C:5]([C:16](Cl)=[O:17])=[N:6][N:7]([C:9]2[CH:14]=[CH:13][C:12]([F:15])=[CH:11][CH:10]=2)[CH:8]=1)[CH3:2].[CH3:19][O:20][C:21]1[CH:22]=[C:23]2[C:28](=[CH:29][C:30]=1[O:31][CH3:32])[N:27]=[CH:26][CH:25]=[C:24]2[O:33][C:34]1[CH:40]=[CH:39][C:37]([NH2:38])=[CH:36][C:35]=1[F:41]. (2) Given the product [F:28][C:26]([F:27])([F:29])[C:24]1[CH:23]=[CH:22][N:21]2[C:17]([C:2]3[CH:7]=[CH:6][CH:5]=[C:4]([C:8]([F:11])([F:10])[F:9])[N:3]=3)=[CH:18][N:19]=[C:20]2[N:25]=1, predict the reactants needed to synthesize it. The reactants are: Cl[C:2]1[CH:7]=[CH:6][CH:5]=[C:4]([C:8]([F:11])([F:10])[F:9])[N:3]=1.C([Sn](CCCC)(CCCC)[C:17]1[N:21]2[CH:22]=[CH:23][C:24]([C:26]([F:29])([F:28])[F:27])=[N:25][C:20]2=[N:19][CH:18]=1)CCC. (3) Given the product [Cl:9][C:10]1[CH:15]=[C:14]([O:6][CH2:5][C:4]([CH3:8])([CH3:7])[CH3:3])[N:13]=[CH:12][N:11]=1, predict the reactants needed to synthesize it. The reactants are: [H-].[Na+].[CH3:3][C:4]([CH3:8])([CH3:7])[CH2:5][OH:6].[Cl:9][C:10]1[CH:15]=[C:14](Cl)[N:13]=[CH:12][N:11]=1.[Cl-].[NH4+]. (4) Given the product [O:10]1[C:8]2([CH2:11][CH2:18][CH:17]([C:20]([O:22][CH2:23][CH3:24])=[O:21])[CH2:16][CH2:9]2)[CH2:7]1, predict the reactants needed to synthesize it. The reactants are: [I-].C[S+](C)(C)=O.[CH3:7][C:8]([CH3:11])([O-:10])[CH3:9].[K+].O=C1C[CH2:18][CH:17]([C:20]([O:22][CH2:23][CH3:24])=[O:21])[CH2:16]C1.O.